From a dataset of Reaction yield outcomes from USPTO patents with 853,638 reactions. Predict the reaction yield, written as a fraction of the theoretical maximum amount of product (1.0 means a 100% yield; for example, 0.34 means a 34% yield). The reactants are [C:1](O)(=[O:3])[CH3:2].[NH2:5][C:6]([C:9]1[CH:14]=[CH:13][C:12]([NH:15][C:16]([C:18]2[NH:19][CH:20]=[C:21]([C:23]#[N:24])[N:22]=2)=[O:17])=[C:11]([C:25]2[CH2:30][CH2:29][CH2:28][CH2:27][CH:26]=2)[CH:10]=1)([CH3:8])[CH3:7].CCN(C(C)C)C(C)C.CN(C1C=CC=CN=1)C.C(Cl)(=O)C. The catalyst is C(Cl)(Cl)Cl.CCOC(C)=O. The product is [C:1]([NH:5][C:6]([C:9]1[CH:14]=[CH:13][C:12]([NH:15][C:16]([C:18]2[NH:19][CH:20]=[C:21]([C:23]#[N:24])[N:22]=2)=[O:17])=[C:11]([C:25]2[CH2:30][CH2:29][CH2:28][CH2:27][CH:26]=2)[CH:10]=1)([CH3:8])[CH3:7])(=[O:3])[CH3:2]. The yield is 0.160.